From a dataset of Forward reaction prediction with 1.9M reactions from USPTO patents (1976-2016). Predict the product of the given reaction. Given the reactants CC1(C)COB([C:8]2[CH:22]=[CH:21][C:11]([O:12][CH2:13][CH2:14][N:15]3[CH2:20][CH2:19][O:18][CH2:17][CH2:16]3)=[CH:10][CH:9]=2)OC1.Br[C:25]1[CH:26]=[C:27]2[C:31](=[CH:32][C:33]=1[Cl:34])[NH:30][CH:29]=[C:28]2[CH:35]=[O:36].C(=O)([O-])[O-].[K+].[K+].C1(C)C=CC=CC=1, predict the reaction product. The product is: [Cl:34][C:33]1[CH:32]=[C:31]2[C:27]([C:28]([CH:35]=[O:36])=[CH:29][NH:30]2)=[CH:26][C:25]=1[C:8]1[CH:9]=[CH:10][C:11]([O:12][CH2:13][CH2:14][N:15]2[CH2:16][CH2:17][O:18][CH2:19][CH2:20]2)=[CH:21][CH:22]=1.